From a dataset of Experimentally validated miRNA-target interactions with 360,000+ pairs, plus equal number of negative samples. Binary Classification. Given a miRNA mature sequence and a target amino acid sequence, predict their likelihood of interaction. (1) The miRNA is hsa-miR-6813-5p with sequence CAGGGGCUGGGGUUUCAGGUUCU. The protein sequence of the target gene is MRDPVSSQYSSFLFWRMPIPELDLSELEGLGLSDTATYKVKDSSVGKMIGQATAADQEKNPEGDGLLEYSTFNFWRAPIASIHSFELDLL. Result: 1 (interaction). (2) The miRNA is hsa-miR-204-5p with sequence UUCCCUUUGUCAUCCUAUGCCU. The protein sequence of the target gene is MDAEYSGNEFPRSEGERDQHQRPGKERKSGEAGWGTGELGQDGRLLSSTLSLSSNRSLGQRQNSPLPFQWRITHSFRWMAQVLASELSLVAFILLLVVAFSKKWLDLSRSLFYQRWPVDVSNRIHTSAHVMSMGLLHFYKSRSCSDLENGKVTFIFSTLMLFPINIWIFELERNVSIPIGWSYFIGWLVLILYFTCAILCYFNHKSFWSLILSHPSGAVSCSSSFGSVEESPRAQTITDTPITQEGVLDPEQKDTHV. Result: 1 (interaction).